Dataset: Forward reaction prediction with 1.9M reactions from USPTO patents (1976-2016). Task: Predict the product of the given reaction. (1) Given the reactants [OH:1][C:2]1([C:20]2[CH:25]=[CH:24][C:23]([CH:26]([CH3:28])[CH3:27])=[CH:22][C:21]=2[O:29][CH3:30])[C:10](=[O:11])[C:9]2[C:4](=[CH:5][CH:6]=[C:7]([N+:16]([O-])=O)[C:8]=2[NH:12][C:13](=[O:15])[CH3:14])[C:3]1=[O:19].Cl.O, predict the reaction product. The product is: [NH2:16][C:7]1[C:8]([NH:12][C:13](=[O:15])[CH3:14])=[C:9]2[C:4](=[CH:5][CH:6]=1)[C:3](=[O:19])[C:2]([OH:1])([C:20]1[CH:25]=[CH:24][C:23]([CH:26]([CH3:27])[CH3:28])=[CH:22][C:21]=1[O:29][CH3:30])[C:10]2=[O:11]. (2) Given the reactants [CH2:1]([O:8][C:9]([NH:11][C:12]1[C:13]([C:28](O)=[O:29])=[N:14][C:15]2[C:20]([CH:21]=1)=[CH:19][CH:18]=[C:17]([N:22]1[CH2:27][CH2:26][O:25][CH2:24][CH2:23]1)[CH:16]=2)=[O:10])[C:2]1[CH:7]=[CH:6][CH:5]=[CH:4][CH:3]=1.[NH2:31][C:32]1[CH:33]=[N:34][CH:35]=[CH:36][C:37]=1[N:38]1[CH2:43][C@H:42]([CH3:44])[C@@H:41]([O:45][Si:46]([C:49]([CH3:52])([CH3:51])[CH3:50])([CH3:48])[CH3:47])[C@H:40]([NH:53][C:54](=[O:60])[O:55][C:56]([CH3:59])([CH3:58])[CH3:57])[CH2:39]1.CN(C(ON1N=NC2C=CC=NC1=2)=[N+](C)C)C.F[P-](F)(F)(F)(F)F.CCN(C(C)C)C(C)C, predict the reaction product. The product is: [CH2:1]([O:8][C:9](=[O:10])[NH:11][C:12]1[C:13]([C:28]([NH:31][C:32]2[CH:33]=[N:34][CH:35]=[CH:36][C:37]=2[N:38]2[CH2:43][C@H:42]([CH3:44])[C@@H:41]([O:45][Si:46]([C:49]([CH3:50])([CH3:51])[CH3:52])([CH3:48])[CH3:47])[C@H:40]([NH:53][C:54]([O:55][C:56]([CH3:57])([CH3:59])[CH3:58])=[O:60])[CH2:39]2)=[O:29])=[N:14][C:15]2[C:20]([CH:21]=1)=[CH:19][CH:18]=[C:17]([N:22]1[CH2:27][CH2:26][O:25][CH2:24][CH2:23]1)[CH:16]=2)[C:2]1[CH:7]=[CH:6][CH:5]=[CH:4][CH:3]=1. (3) Given the reactants [Cl:1][C:2]1[CH:26]=[CH:25][C:5]([O:6][CH2:7][C:8]([N:10]2[CH2:15][CH2:14][N:13]([CH2:16][C:17]3[CH:22]=[CH:21][C:20]([F:23])=[CH:19][CH:18]=3)[CH2:12][C@H:11]2[CH3:24])=[O:9])=[C:4]([O:27][C:28]#[N:29])[CH:3]=1.[N-:30]=[N+:31]=[N-:32].[Na+], predict the reaction product. The product is: [Cl:1][C:2]1[CH:26]=[CH:25][C:5]([O:6][CH2:7][C:8]([N:10]2[CH2:15][CH2:14][N:13]([CH2:16][C:17]3[CH:22]=[CH:21][C:20]([F:23])=[CH:19][CH:18]=3)[CH2:12][C@H:11]2[CH3:24])=[O:9])=[C:4]([O:27][C:28]2[N:30]=[N:31][NH:32][N:29]=2)[CH:3]=1. (4) Given the reactants [CH:1]1[C:10]2[C:5](=[CH:6][CH:7]=[CH:8][CH:9]=2)[CH:4]=[C:3]([NH2:11])[N:2]=1.C(O)(C(F)(F)F)=O, predict the reaction product. The product is: [CH:1]1[C:10]2[CH2:9][CH2:8][CH2:7][CH2:6][C:5]=2[CH:4]=[C:3]([NH2:11])[N:2]=1.